This data is from Catalyst prediction with 721,799 reactions and 888 catalyst types from USPTO. The task is: Predict which catalyst facilitates the given reaction. (1) Reactant: C([O:3][C:4]([C:6]1[C:7]([NH:15][C:16]2[CH:21]=[CH:20][C:19]([I:22])=[CH:18][C:17]=2[F:23])=[CH:8][C:9]2[N:10]([CH:12]=[CH:13][N:14]=2)[CH:11]=1)=[O:5])C.[OH-].[Na+].Cl. Product: [F:23][C:17]1[CH:18]=[C:19]([I:22])[CH:20]=[CH:21][C:16]=1[NH:15][C:7]1[C:6]([C:4]([OH:5])=[O:3])=[CH:11][N:10]2[CH:12]=[CH:13][N:14]=[C:9]2[CH:8]=1. The catalyst class is: 7. (2) Reactant: [CH:1]1([C:4]2[N:5]=[C:6]([C:14]3[CH:15]=[N:16][CH:17]=[CH:18][CH:19]=3)[NH:7][C:8]=2[C:9]([O:11][CH2:12][CH3:13])=[O:10])[CH2:3][CH2:2]1.C(=O)([O-])[O-].[K+].[K+].Cl[CH2:27][C:28]1[C:37]2[C:32](=[CH:33][CH:34]=[CH:35][CH:36]=2)[CH:31]=[CH:30][CH:29]=1.O. Product: [CH:1]1([C:4]2[N:5]=[C:6]([C:14]3[CH:15]=[N:16][CH:17]=[CH:18][CH:19]=3)[N:7]([CH2:27][C:28]3[C:37]4[C:32](=[CH:33][CH:34]=[CH:35][CH:36]=4)[CH:31]=[CH:30][CH:29]=3)[C:8]=2[C:9]([O:11][CH2:12][CH3:13])=[O:10])[CH2:3][CH2:2]1. The catalyst class is: 3. (3) Product: [CH3:36][O:37][C:38](=[O:49])[C@@H:39]([NH:40][C:10]([C@H:7]1[CH2:6][CH2:5][C@H:4]([CH:1]([CH3:2])[CH3:3])[CH2:9][CH2:8]1)=[O:12])[CH2:41][C:42]1[CH:47]=[CH:46][C:45]([OH:48])=[CH:44][CH:43]=1. The catalyst class is: 22. Reactant: [CH:1]([C@H:4]1[CH2:9][CH2:8][C@H:7]([C:10]([OH:12])=O)[CH2:6][CH2:5]1)([CH3:3])[CH3:2].ON1C(=O)CCC1=O.C1CCC(N=C=NC2CCCCC2)CC1.[CH3:36][O:37][C:38](=[O:49])[C@H:39]([CH2:41][C:42]1[CH:47]=[CH:46][C:45]([OH:48])=[CH:44][CH:43]=1)[NH2:40]. (4) Reactant: [CH:1]1([CH2:4][N:5]2[CH2:14][CH2:13][C:12]3[C:7](=[CH:8][CH:9]=[CH:10][C:11]=3[NH2:15])[CH2:6]2)[CH2:3][CH2:2]1.O.[C:17]([OH:21])(=[O:20])[CH:18]=O.[BH3-]C#N.[Na+].O. Product: [CH:1]1([CH2:4][N:5]2[CH2:14][CH2:13][C:12]3[C:7](=[CH:8][CH:9]=[CH:10][C:11]=3[NH:15][CH2:18][C:17]([OH:21])=[O:20])[CH2:6]2)[CH2:2][CH2:3]1. The catalyst class is: 5. (5) Reactant: Cl[C:2]1[CH:7]=[C:6]([O:8][C:9]2[C:14]([F:15])=[CH:13][C:12]([NH:16][C:17]([C:19]3([C:22]([NH:24][C:25]4[CH:30]=[CH:29][C:28]([F:31])=[CH:27][CH:26]=4)=[O:23])[CH2:21][CH2:20]3)=[O:18])=[C:11]([F:32])[CH:10]=2)[CH:5]=[CH:4][N:3]=1.[C:33]([NH2:37])(=[O:36])[CH2:34][CH3:35].CC1(C)C2C(=C(P(C3C=CC=CC=3)C3C=CC=CC=3)C=CC=2)OC2C(P(C3C=CC=CC=3)C3C=CC=CC=3)=CC=CC1=2.C(=O)([O-])[O-].[Cs+].[Cs+]. Product: [F:32][C:11]1[CH:10]=[C:9]([O:8][C:6]2[CH:5]=[CH:4][N:3]=[C:2]([NH:37][C:33](=[O:36])[CH2:34][CH3:35])[CH:7]=2)[C:14]([F:15])=[CH:13][C:12]=1[NH:16][C:17]([C:19]1([C:22]([NH:24][C:25]2[CH:30]=[CH:29][C:28]([F:31])=[CH:27][CH:26]=2)=[O:23])[CH2:21][CH2:20]1)=[O:18]. The catalyst class is: 62. (6) Reactant: [CH2:1]([O:8][C:9]1[C:14]([O:15][CH3:16])=[CH:13][C:12]([CH:17]([NH:30][C:31]2[CH:38]=[CH:37][C:34]([C:35]#[N:36])=[CH:33][CH:32]=2)[CH2:18][N:19]2C(=O)C3C(=CC=CC=3)C2=O)=[C:11]([N+:39]([O-:41])=[O:40])[CH:10]=1)[C:2]1[CH:7]=[CH:6][CH:5]=[CH:4][CH:3]=1.O.NN. Product: [NH2:19][CH2:18][CH:17]([NH:30][C:31]1[CH:32]=[CH:33][C:34]([C:35]#[N:36])=[CH:37][CH:38]=1)[C:12]1[CH:13]=[C:14]([O:15][CH3:16])[C:9]([O:8][CH2:1][C:2]2[CH:3]=[CH:4][CH:5]=[CH:6][CH:7]=2)=[CH:10][C:11]=1[N+:39]([O-:41])=[O:40]. The catalyst class is: 8.